From a dataset of Forward reaction prediction with 1.9M reactions from USPTO patents (1976-2016). Predict the product of the given reaction. (1) Given the reactants F[C:2]1[CH:9]=[CH:8][C:5]([C:6]#[N:7])=[CH:4][CH:3]=1.[N-:10]=[N+:11]=[N-:12].[Na+], predict the reaction product. The product is: [N:10]([C:2]1[CH:9]=[CH:8][C:5]([C:6]#[N:7])=[CH:4][CH:3]=1)=[N+:11]=[N-:12]. (2) The product is: [CH3:33][C:31]1[S:32][C:28](/[CH:27]=[CH:9]/[C:10]([O:12][C:13]([CH3:14])([CH3:15])[CH3:16])=[O:11])=[CH:29][CH:30]=1. Given the reactants C(OP([CH2:9][C:10]([O:12][C:13]([CH3:16])([CH3:15])[CH3:14])=[O:11])(OCC)=O)C.[Li+].C[Si]([N-][Si](C)(C)C)(C)C.[CH3:27][C:28]1[S:32][C:31]([CH:33]=O)=[CH:30][CH:29]=1, predict the reaction product. (3) Given the reactants [CH2:1]([N:8]1[C:13]([CH2:15][OH:16])([CH3:14])[CH2:12][O:11][CH:10]([CH3:17])[C:9]1=O)[C:2]1[CH:7]=[CH:6][CH:5]=[CH:4][CH:3]=1.CO, predict the reaction product. The product is: [CH2:1]([N:8]1[CH2:9][CH:10]([CH3:17])[O:11][CH2:12][C:13]1([CH2:15][OH:16])[CH3:14])[C:2]1[CH:3]=[CH:4][CH:5]=[CH:6][CH:7]=1. (4) Given the reactants I[C:2]1[N:7]=[N:6][C:5]2[O:8][C:9]3[CH:15]=[CH:14][CH:13]=[CH:12][C:10]=3[O:11][C:4]=2[CH:3]=1.[F:16][C:17]([O:20][C:21]1[CH:26]=[CH:25][C:24]([C:27]#[CH:28])=[CH:23][CH:22]=1)([F:19])[F:18].C(N(CC)CC)C.C(OCC)(=O)C, predict the reaction product. The product is: [F:16][C:17]([F:18])([F:19])[O:20][C:21]1[CH:22]=[CH:23][C:24]([C:27]#[C:28][C:2]2[N:7]=[N:6][C:5]3[O:8][C:9]4[CH:15]=[CH:14][CH:13]=[CH:12][C:10]=4[O:11][C:4]=3[CH:3]=2)=[CH:25][CH:26]=1. (5) Given the reactants [CH2:1]([N:8]1[C:13](=[O:14])[C:12]2[C:15]([Br:19])=[C:16]([Br:18])[S:17][C:11]=2[N:10]=[C:9]1[CH:20](Br)[CH2:21][CH3:22])[C:2]1[CH:7]=[CH:6][CH:5]=[CH:4][CH:3]=1.[CH3:24][N:25]([CH3:29])[CH2:26][CH2:27][NH2:28], predict the reaction product. The product is: [CH2:1]([N:8]1[C:13](=[O:14])[C:12]2[C:15]([Br:19])=[C:16]([Br:18])[S:17][C:11]=2[N:10]=[C:9]1[CH:20]([NH:28][CH2:27][CH2:26][N:25]([CH3:29])[CH3:24])[CH2:21][CH3:22])[C:2]1[CH:7]=[CH:6][CH:5]=[CH:4][CH:3]=1. (6) Given the reactants Br[C:2]1[CH:3]=[C:4]2[C:8](=[C:9](C)[CH:10]=1)[NH:7][N:6]=[CH:5]2.[C:12]([Li])(C)(C)C.[C:17](=[O:19])=[O:18], predict the reaction product. The product is: [CH3:12][C:10]1[CH:9]=[C:8]2[C:4]([CH:5]=[N:6][NH:7]2)=[CH:3][C:2]=1[C:17]([OH:19])=[O:18].